Task: Binary Classification. Given a drug SMILES string, predict its activity (active/inactive) in a high-throughput screening assay against a specified biological target.. Dataset: Cav3 T-type calcium channel HTS with 100,875 compounds The drug is Clc1c(NC(=O)NCCN2CCOCC2)ccc(Cl)c1. The result is 0 (inactive).